This data is from Full USPTO retrosynthesis dataset with 1.9M reactions from patents (1976-2016). The task is: Predict the reactants needed to synthesize the given product. (1) Given the product [NH2:7][C:8]1[N:9]([CH3:26])[C:10](=[O:25])[C:11]([CH3:23])([CH3:24])[C@:12]([C:15]2[CH:20]=[C:19]([NH:21][C:28](=[O:32])[CH:29]([CH3:31])[CH3:30])[CH:18]=[CH:17][C:16]=2[F:22])([CH3:14])[N:13]=1, predict the reactants needed to synthesize it. The reactants are: C(OC(=O)[NH:7][C:8]1[N:9]([CH3:26])[C:10](=[O:25])[C:11]([CH3:24])([CH3:23])[C@:12]([C:15]2[CH:20]=[C:19]([NH2:21])[CH:18]=[CH:17][C:16]=2[F:22])([CH3:14])[N:13]=1)(C)(C)C.[C:28](O)(=[O:32])[CH:29]([CH3:31])[CH3:30]. (2) The reactants are: FC(F)(F)C(OC1C(OC(=O)C(F)(F)F)=C(I)C=CC=1)=O.C([C:25]1[CH:30]=[C:29]([O:31][C:32]2[CH:37]=[CH:36][C:35]([NH:38][C:39]([NH:41][C:42](=[O:51])[CH2:43][C:44]3[CH:49]=[CH:48][C:47]([F:50])=[CH:46][CH:45]=3)=[O:40])=[CH:34][C:33]=2[F:52])[CH:28]=[CH:27][N:26]=1)(=O)N.O.[N:54]1C=CC=CC=1.[ClH:60]. Given the product [ClH:60].[NH2:54][C:25]1[CH:30]=[C:29]([O:31][C:32]2[CH:37]=[CH:36][C:35]([NH:38][C:39]([NH:41][C:42](=[O:51])[CH2:43][C:44]3[CH:49]=[CH:48][C:47]([F:50])=[CH:46][CH:45]=3)=[O:40])=[CH:34][C:33]=2[F:52])[CH:28]=[CH:27][N:26]=1, predict the reactants needed to synthesize it. (3) Given the product [C:1]([C:3]1[CH:4]=[CH:5][C:6]([CH:9]2[C:14]([C:15]([O:17][CH2:18][CH3:19])=[O:16])=[C:13]([CH3:20])[N:12]([C:21]3[CH:26]=[CH:25][CH:24]=[C:23]([C:27]([F:30])([F:29])[F:28])[CH:22]=3)[C:11]([S:31][CH2:34][CH2:35][N:36]([CH2:39][CH3:40])[CH2:37][CH3:38])=[N:10]2)=[CH:7][CH:8]=1)#[N:2], predict the reactants needed to synthesize it. The reactants are: [C:1]([C:3]1[CH:8]=[CH:7][C:6]([CH:9]2[C:14]([C:15]([O:17][CH2:18][CH3:19])=[O:16])=[C:13]([CH3:20])[N:12]([C:21]3[CH:26]=[CH:25][CH:24]=[C:23]([C:27]([F:30])([F:29])[F:28])[CH:22]=3)[C:11](=[S:31])[NH:10]2)=[CH:5][CH:4]=1)#[N:2].Br.Br[CH2:34][CH2:35][N:36]([CH2:39][CH3:40])[CH2:37][CH3:38].C(=O)([O-])[O-].[K+].[K+]. (4) Given the product [Cl:1][C:2]1[N:7]=[C:6]([NH2:8])[C:5]([NH2:9])=[CH:4][CH:3]=1, predict the reactants needed to synthesize it. The reactants are: [Cl:1][C:2]1[N:7]=[C:6]([NH2:8])[C:5]([N+:9]([O-])=O)=[CH:4][CH:3]=1. (5) Given the product [Cl:29][C:22]1[C:23]2[C:28](=[CH:27][CH:26]=[CH:25][CH:24]=2)[N:20]([C:17]2[CH:18]=[CH:19][C:14]([CH2:13][NH:12][C:11]([C:8]3([NH2:7])[CH2:10][CH2:9]3)=[O:36])=[CH:15][CH:16]=2)[C:21]=1[C:30]1[N:34]=[C:33]([CH3:35])[O:32][N:31]=1, predict the reactants needed to synthesize it. The reactants are: C(OC(=O)[NH:7][C:8]1([C:11](=[O:36])[NH:12][CH2:13][C:14]2[CH:19]=[CH:18][C:17]([N:20]3[C:28]4[C:23](=[CH:24][CH:25]=[CH:26][CH:27]=4)[C:22]([Cl:29])=[C:21]3[C:30]3[N:34]=[C:33]([CH3:35])[O:32][N:31]=3)=[CH:16][CH:15]=2)[CH2:10][CH2:9]1)(C)(C)C.Cl.[OH-].[Na+]. (6) Given the product [C:1]([O:5][C:6]([N:8]1[CH2:13][CH2:12][CH2:11][CH2:10][C@H:9]1[CH2:14][NH:15][C:17]1[CH:22]=[C:21]([C:23]#[N:24])[CH:20]=[CH:19][N:18]=1)=[O:7])([CH3:4])([CH3:3])[CH3:2], predict the reactants needed to synthesize it. The reactants are: [C:1]([O:5][C:6]([N:8]1[CH2:13][CH2:12][CH2:11][CH2:10][C@H:9]1[CH2:14][NH2:15])=[O:7])([CH3:4])([CH3:3])[CH3:2].Cl[C:17]1[CH:22]=[C:21]([C:23]#[N:24])[CH:20]=[CH:19][N:18]=1. (7) The reactants are: [NH:1](C(OC(C)(C)C)=O)[C@H:2]([C:8]([O:10]C(C)(C)C)=[O:9])[CH2:3][CH2:4][C:5](=[O:7])O.C1C=NC2N(O)N=NC=2C=1.CN(C(ON1N=NC2C=CC=NC1=2)=[N+](C)C)C.F[P-](F)(F)(F)(F)F.[CH3:56][O:57][P:58]([C:61]1[CH:66]=[CH:65][CH:64]=[C:63]([NH2:67])[CH:62]=1)(=[O:60])[O-:59]. Given the product [OH:60][P:58]([C:61]1[CH:62]=[C:63]([NH:67][C:5](=[O:7])[CH2:4][CH2:3][C@@H:2]([C:8]([OH:10])=[O:9])[NH2:1])[CH:64]=[CH:65][CH:66]=1)([O:57][CH3:56])=[O:59], predict the reactants needed to synthesize it.